From a dataset of Peptide-MHC class II binding affinity with 134,281 pairs from IEDB. Regression. Given a peptide amino acid sequence and an MHC pseudo amino acid sequence, predict their binding affinity value. This is MHC class II binding data. (1) The binding affinity (normalized) is 0.142. The MHC is HLA-DPA10103-DPB10201 with pseudo-sequence HLA-DPA10103-DPB10201. The peptide sequence is PGMAKIPAGELQIID. (2) The peptide sequence is RDLEVVAATPTSLLI. The MHC is HLA-DQA10101-DQB10501 with pseudo-sequence HLA-DQA10101-DQB10501. The binding affinity (normalized) is 0.164.